Dataset: Forward reaction prediction with 1.9M reactions from USPTO patents (1976-2016). Task: Predict the product of the given reaction. Given the reactants Cl[S:2]([C:5]1[CH:14]=[CH:13][C:8]([C:9]([O:11][CH3:12])=[O:10])=[CH:7][CH:6]=1)(=[O:4])=[O:3].[S:15]1[CH:19]=[CH:18][C:17]([CH2:20][NH2:21])=[CH:16]1, predict the reaction product. The product is: [S:15]1[CH:19]=[CH:18][C:17]([CH2:20][NH:21][S:2]([C:5]2[CH:14]=[CH:13][C:8]([C:9]([O:11][CH3:12])=[O:10])=[CH:7][CH:6]=2)(=[O:4])=[O:3])=[CH:16]1.